Dataset: Catalyst prediction with 721,799 reactions and 888 catalyst types from USPTO. Task: Predict which catalyst facilitates the given reaction. (1) The catalyst class is: 3. Reactant: [Cl:1][C:2]1[CH:7]=[CH:6][C:5]([N:8]([C@H:12]2[C:21]3[C:16](=[CH:17][CH:18]=[CH:19][CH:20]=3)[N:15]([C:22](=[O:30])[C:23]3[CH:28]=[CH:27][C:26](O)=[CH:25][CH:24]=3)[C@@H:14]([CH3:31])[CH2:13]2)[C:9](=[O:11])[CH3:10])=[CH:4][CH:3]=1.C([O-])([O-])=[O:33].[K+].[K+].[CH3:38][O:39][C:40](=[O:48])[C:41]([CH3:47])([CH3:46])[CH2:42][CH2:43][CH2:44]Br. Product: [CH3:38][O:39][C:40](=[O:48])[C:41]([CH3:47])([CH3:46])[CH2:42][CH:43]([O:33][C:24]1[CH:25]=[CH:26][CH:27]=[CH:28][C:23]=1[C:22]([N:15]1[C:16]2[C:21](=[CH:20][CH:19]=[CH:18][CH:17]=2)[CH:12]([N:8]([C:9](=[O:11])[CH3:10])[C:5]2[CH:4]=[CH:3][C:2]([Cl:1])=[CH:7][CH:6]=2)[CH2:13][CH:14]1[CH3:31])=[O:30])[CH3:44]. (2) Reactant: [CH2:1]([N:3]1[C:12]2[C:7](=[CH:8][C:9]([NH:13][C:14]([CH2:16][CH:17]([CH3:22])[CH2:18][C:19]([OH:21])=O)=[O:15])=[CH:10][CH:11]=2)[C:6](=[O:23])[N:5]([CH2:24][CH3:25])[C:4]1=[O:26])[CH3:2].[NH2:27][C:28]1[S:29][C:30]([C:33]#[N:34])=[CH:31][N:32]=1.CCN(C(C)C)C(C)C.C(P1(=O)OP(CCC)(=O)OP(CCC)(=O)O1)CC. Product: [C:33]([C:30]1[S:29][C:28]([NH:27][C:19](=[O:21])[CH2:18][CH:17]([CH3:22])[CH2:16][C:14]([NH:13][C:9]2[CH:8]=[C:7]3[C:12](=[CH:11][CH:10]=2)[N:3]([CH2:1][CH3:2])[C:4](=[O:26])[N:5]([CH2:24][CH3:25])[C:6]3=[O:23])=[O:15])=[N:32][CH:31]=1)#[N:34]. The catalyst class is: 13.